This data is from Full USPTO retrosynthesis dataset with 1.9M reactions from patents (1976-2016). The task is: Predict the reactants needed to synthesize the given product. (1) The reactants are: FC(F)(F)S(O[C:7]1[CH:12]=[CH:11][C:10]([C:13]([CH3:19])([CH3:18])[C:14]([F:17])([F:16])[F:15])=[CH:9][CH:8]=1)(=O)=O.[C:22]([B-](F)(F)F)([CH3:24])=[CH2:23].[K+].C(Cl)Cl.C(N(CC)CC)C. Given the product [C:22]([C:7]1[CH:12]=[CH:11][C:10]([C:13]([CH3:19])([CH3:18])[C:14]([F:17])([F:16])[F:15])=[CH:9][CH:8]=1)([CH3:24])=[CH2:23], predict the reactants needed to synthesize it. (2) The reactants are: C([C@@:8]1([C:33]([O-:35])=[O:34])[N:12]([C:13]([O:15][CH2:16][CH:17]2[C:29]3[CH:28]=[CH:27][CH:26]=[CH:25][C:24]=3[C:23]3[C:18]2=[CH:19][CH:20]=[CH:21][CH:22]=3)=[O:14])[C@H:11]2[CH2:30][CH2:31][CH2:32][C@H:10]2[CH2:9]1)C1C=CC=CC=1.C1CCCCC=1. Given the product [CH:28]1[C:29]2[CH:17]([CH2:16][O:15][C:13]([N:12]3[C@H:8]([C:33]([OH:35])=[O:34])[CH2:9][C@@H:10]4[CH2:32][CH2:31][CH2:30][C@H:11]34)=[O:14])[C:18]3[C:23](=[CH:22][CH:21]=[CH:20][CH:19]=3)[C:24]=2[CH:25]=[CH:26][CH:27]=1, predict the reactants needed to synthesize it. (3) Given the product [NH2:25][CH:26]1[CH2:31][CH2:30][CH:29]([NH:32][C:17]2[N:16]=[C:15]3[C:11]([N:12]=[CH:13][N:14]3[CH:20]3[CH2:24][CH2:23][CH2:22][CH2:21]3)=[C:10]([NH:9][CH2:8][C:5]3[CH:6]=[N:7][C:2]([Br:1])=[CH:3][CH:4]=3)[N:18]=2)[CH2:28][CH2:27]1, predict the reactants needed to synthesize it. The reactants are: [Br:1][C:2]1[N:7]=[CH:6][C:5]([CH2:8][NH:9][C:10]2[N:18]=[C:17](Cl)[N:16]=[C:15]3[C:11]=2[N:12]=[CH:13][N:14]3[CH:20]2[CH2:24][CH2:23][CH2:22][CH2:21]2)=[CH:4][CH:3]=1.[NH2:25][C@H:26]1[CH2:31][CH2:30][C@H:29]([NH2:32])[CH2:28][CH2:27]1.